Regression. Given a peptide amino acid sequence and an MHC pseudo amino acid sequence, predict their binding affinity value. This is MHC class I binding data. From a dataset of Peptide-MHC class I binding affinity with 185,985 pairs from IEDB/IMGT. (1) The peptide sequence is KELYPLTSL. The MHC is HLA-A02:06 with pseudo-sequence HLA-A02:06. The binding affinity (normalized) is 0.0391. (2) The binding affinity (normalized) is 0.460. The MHC is Mamu-A2201 with pseudo-sequence Mamu-A2201. The peptide sequence is SAMGAASLTL. (3) The peptide sequence is ARIDARIDF. The MHC is HLA-A02:03 with pseudo-sequence HLA-A02:03. The binding affinity (normalized) is 0.0847. (4) The peptide sequence is RVLHEDRFF. The MHC is HLA-A03:01 with pseudo-sequence HLA-A03:01. The binding affinity (normalized) is 0.0847. (5) The peptide sequence is ALAVLSKCY. The MHC is HLA-B15:01 with pseudo-sequence HLA-B15:01. The binding affinity (normalized) is 0.671. (6) The peptide sequence is SLTECPTFL. The MHC is HLA-A02:01 with pseudo-sequence HLA-A02:01. The binding affinity (normalized) is 1.00.